This data is from Full USPTO retrosynthesis dataset with 1.9M reactions from patents (1976-2016). The task is: Predict the reactants needed to synthesize the given product. Given the product [F:22][C@H:23]1[CH2:27][CH2:26][N:25]([C:2]2[N:12]=[CH:11][CH:10]=[CH:9][C:3]=2[C:4]([O:6][CH2:7][CH3:8])=[O:5])[CH2:24]1, predict the reactants needed to synthesize it. The reactants are: F[C:2]1[N:12]=[CH:11][CH:10]=[CH:9][C:3]=1[C:4]([O:6][CH2:7][CH3:8])=[O:5].C(N(C(C)C)CC)(C)C.[F:22][C@H:23]1[CH2:27][CH2:26][NH:25][CH2:24]1.